This data is from Forward reaction prediction with 1.9M reactions from USPTO patents (1976-2016). The task is: Predict the product of the given reaction. (1) Given the reactants Cl[C:2]1[N:7]=[N:6][C:5]([CH:8](C#N)[C:9]2[CH:10]=[CH:11][C:12]([F:17])=C([CH:16]=2)C#N)=[CH:4][C:3]=1[CH2:20][CH3:21].[CH3:22][C:23]([O-:25])=[O:24].[Na+].[OH-:27].[Na+], predict the reaction product. The product is: [CH2:20]([C:3]1[C:2](=[O:27])[NH:7][N:6]=[C:5]([CH2:8][C:9]2[CH:10]=[CH:11][C:12]([F:17])=[C:22]([CH:16]=2)[C:23]([OH:25])=[O:24])[CH:4]=1)[CH3:21]. (2) Given the reactants [O:1]=[C:2]1[N:6]2[CH2:7][CH2:8][N:9]([C:11]([NH:13][C:14]3[CH:19]=[CH:18][CH:17]=[CH:16][CH:15]=3)=[O:12])[CH2:10][CH:5]2[C:4]([C:26]2[CH:31]=[CH:30][CH:29]=[CH:28][CH:27]=2)([C:20]2[CH:25]=[CH:24][CH:23]=[CH:22][CH:21]=2)[O:3]1.[H-].[Na+].[CH3:34]I, predict the reaction product. The product is: [CH3:34][N:13]([C:14]1[CH:15]=[CH:16][CH:17]=[CH:18][CH:19]=1)[C:11]([N:9]1[CH2:8][CH2:7][N:6]2[C:2](=[O:1])[O:3][C:4]([C:20]3[CH:21]=[CH:22][CH:23]=[CH:24][CH:25]=3)([C:26]3[CH:31]=[CH:30][CH:29]=[CH:28][CH:27]=3)[CH:5]2[CH2:10]1)=[O:12]. (3) Given the reactants CC.[OH-].[Na+].O.[OH-].[Li+].CCOC([N:13]1[CH2:34][CH2:33][C:16](=[C:17]2[C:27]3[N:28]=[CH:29][CH:30]=[CH:31][C:26]=3[CH2:25][CH2:24][C:23]3[CH:22]=[C:21]([Cl:32])[CH:20]=[CH:19][C:18]2=3)[CH2:15][CH2:14]1)=O, predict the reaction product. The product is: [CH:30]1[CH:29]=[N:28][C:27]2[C:17]([C:18]3[CH:19]=[CH:20][C:21]([Cl:32])=[CH:22][C:23]=3[CH2:24][CH2:25][C:26]=2[CH:31]=1)=[C:16]1[CH2:33][CH2:34][NH:13][CH2:14][CH2:15]1. (4) Given the reactants [NH2:1][C:2]1[C:3]([S:12]CC2C=CC=CC=2)=[C:4]([CH:9]=[CH:10][CH:11]=1)[C:5]([O:7][CH3:8])=[O:6].C(O)(=O)C.Cl.[N:25]([O-])=O.[Na+], predict the reaction product. The product is: [S:12]1[C:3]2[C:4]([C:5]([O:7][CH3:8])=[O:6])=[CH:9][CH:10]=[CH:11][C:2]=2[N:1]=[N:25]1. (5) Given the reactants Br[C:2]1[CH:7]=[CH:6][C:5]([C:8]2[N:12]([CH2:13][CH:14]([CH3:16])[CH3:15])[N:11]=[C:10]([C:17]([F:20])([F:19])[F:18])[CH:9]=2)=[CH:4][CH:3]=1.[CH3:21][S:22]([C:25]1[CH:26]=[C:27](B(O)O)[CH:28]=[CH:29][CH:30]=1)(=[O:24])=[O:23].C([O-])([O-])=O.[Na+].[Na+], predict the reaction product. The product is: [CH2:13]([N:12]1[C:8]([C:5]2[CH:6]=[CH:7][C:2]([C:29]3[CH:28]=[CH:27][CH:26]=[C:25]([S:22]([CH3:21])(=[O:24])=[O:23])[CH:30]=3)=[CH:3][CH:4]=2)=[CH:9][C:10]([C:17]([F:20])([F:19])[F:18])=[N:11]1)[CH:14]([CH3:16])[CH3:15]. (6) Given the reactants [N:1]1[CH:6]=[CH:5][CH:4]=[C:3]([C:7]2[CH:11]=[C:10]([C:12]([F:15])([F:14])[F:13])[N:9]([C:16]3[N:21]=[CH:20][C:19]([NH2:22])=[CH:18][CH:17]=3)[N:8]=2)[CH:2]=1.C(N(CC)C(C)C)(C)C.[CH:32]1([C:38](Cl)=[O:39])[CH2:37][CH2:36][CH2:35][CH2:34][CH2:33]1, predict the reaction product. The product is: [N:1]1[CH:6]=[CH:5][CH:4]=[C:3]([C:7]2[CH:11]=[C:10]([C:12]([F:13])([F:14])[F:15])[N:9]([C:16]3[N:21]=[CH:20][C:19]([NH:22][C:38]([CH:32]4[CH2:37][CH2:36][CH2:35][CH2:34][CH2:33]4)=[O:39])=[CH:18][CH:17]=3)[N:8]=2)[CH:2]=1.